The task is: Predict the reactants needed to synthesize the given product.. This data is from Full USPTO retrosynthesis dataset with 1.9M reactions from patents (1976-2016). (1) Given the product [F:1][C:2]1[C:10]([F:11])=[CH:9][CH:8]=[C:7]2[C:3]=1[CH2:4][C:5]([NH:15][C:16](=[O:28])[C:17]1[CH:22]=[CH:21][CH:20]=[C:19]([CH3:23])[C:18]=1[CH2:24][CH:25]([CH3:26])[CH3:27])([C:12]([OH:14])=[O:13])[CH2:6]2, predict the reactants needed to synthesize it. The reactants are: [F:1][C:2]1[C:10]([F:11])=[CH:9][CH:8]=[C:7]2[C:3]=1[CH2:4][C:5]([NH:15][C:16](=[O:28])[C:17]1[CH:22]=[CH:21][CH:20]=[C:19]([CH3:23])[C:18]=1[CH:24]=[C:25]([CH3:27])[CH3:26])([C:12]([OH:14])=[O:13])[CH2:6]2. (2) Given the product [OH:15][CH2:14][CH2:13][O:12][C:9]1[CH:10]=[CH:11][C:6]([CH:5]=[O:4])=[N:7][CH:8]=1, predict the reactants needed to synthesize it. The reactants are: C([O:4][CH:5](OC(=O)C)[C:6]1[CH:11]=[CH:10][C:9]([O:12][CH2:13][CH2:14][O:15]C(=O)C)=[CH:8][N:7]=1)(=O)C.Cl. (3) Given the product [F:12][C:9]([F:11])([F:10])[C:7]1[CH:6]=[C:5]([C:13]2[N:17]=[CH:16][N:15](/[CH:18]=[CH:19]\[C:20]([NH:60][CH2:59][C:56]3[CH:55]=[N:54][C:53]([CH3:52])=[N:58][CH:57]=3)=[O:22])[N:14]=2)[CH:4]=[C:3]([C:2]([F:24])([F:23])[F:1])[CH:8]=1, predict the reactants needed to synthesize it. The reactants are: [F:1][C:2]([F:24])([F:23])[C:3]1[CH:4]=[C:5]([C:13]2[N:17]=[CH:16][N:15](/[CH:18]=[CH:19]\[C:20]([OH:22])=O)[N:14]=2)[CH:6]=[C:7]([C:9]([F:12])([F:11])[F:10])[CH:8]=1.C(P1(=O)OP(CCC)(=O)OP(CCC)(=O)O1)CC.CCN(C(C)C)C(C)C.[CH3:52][C:53]1[N:58]=[CH:57][C:56]([CH2:59][NH2:60])=[CH:55][N:54]=1. (4) The reactants are: [CH3:1][C:2]1[CH:25]=[CH:24][CH:23]=[C:22]([CH3:26])[C:3]=1[CH2:4][O:5][C:6]1[CH:15]=[C:14]2[C:9]([C:10]([OH:21])=[CH:11][C:12]([C:16]([O:18][CH2:19][CH3:20])=[O:17])=[CH:13]2)=[CH:8][CH:7]=1.[O:27](S(C(F)(F)F)(=O)=O)[S:28]([C:31]([F:34])([F:33])[F:32])(=O)=[O:29]. Given the product [CH3:26][C:22]1[CH:23]=[CH:24][CH:25]=[C:2]([CH3:1])[C:3]=1[CH2:4][O:5][C:6]1[CH:15]=[C:14]2[C:9]([C:10]([O:21][S:28]([C:31]([F:34])([F:33])[F:32])(=[O:29])=[O:27])=[CH:11][C:12]([C:16]([O:18][CH2:19][CH3:20])=[O:17])=[CH:13]2)=[CH:8][CH:7]=1, predict the reactants needed to synthesize it. (5) Given the product [O:50]1[C:49]2[CH:53]=[CH:54][C:46]([C@H:38]([C:39]3[CH:40]=[CH:41][C:42]([Cl:45])=[CH:43][CH:44]=3)[C@H:2]([NH:1][C:63]([O:65][CH3:66])=[O:64])[C:3]([NH:5][C:6]3[CH:7]=[N:8][CH:9]=[C:10]([F:37])[C:11]=3[CH2:12][CH2:13][C@H:14]3[O:19][CH2:18][C@@H:17]([CH2:20][O:21][C:22](=[O:29])[NH:23][CH2:24][C:25]([F:27])([F:26])[F:28])[N:16]([C:30]([O:32][C:33]([CH3:34])([CH3:35])[CH3:36])=[O:31])[CH2:15]3)=[O:4])=[CH:47][C:48]=2[O:52][CH2:51]1, predict the reactants needed to synthesize it. The reactants are: [NH2:1][C@@H:2]([C@H:38]([C:46]1[CH:54]=[CH:53][C:49]2[O:50][CH2:51][O:52][C:48]=2[CH:47]=1)[C:39]1[CH:44]=[CH:43][C:42]([Cl:45])=[CH:41][CH:40]=1)[C:3]([NH:5][C:6]1[CH:7]=[N:8][CH:9]=[C:10]([F:37])[C:11]=1[CH2:12][CH2:13][C@H:14]1[O:19][CH2:18][C@@H:17]([CH2:20][O:21][C:22](=[O:29])[NH:23][CH2:24][C:25]([F:28])([F:27])[F:26])[N:16]([C:30]([O:32][C:33]([CH3:36])([CH3:35])[CH3:34])=[O:31])[CH2:15]1)=[O:4].C(N(CC)CC)C.Cl[C:63]([O:65][CH3:66])=[O:64]. (6) Given the product [Cl:1][C:2]1[CH:3]=[C:4]([CH:10]=[CH:11][C:12]=1[S:13](=[O:15])(=[O:14])[NH:28][CH2:27][C:25]1[CH:26]=[C:21]2[CH:20]=[CH:19][N:18]([CH3:17])[C:22]2=[N:23][CH:24]=1)[C:5]([O:7][CH2:8][CH3:9])=[O:6], predict the reactants needed to synthesize it. The reactants are: [Cl:1][C:2]1[CH:3]=[C:4]([CH:10]=[CH:11][C:12]=1[S:13](Cl)(=[O:15])=[O:14])[C:5]([O:7][CH2:8][CH3:9])=[O:6].[CH3:17][N:18]1[C:22]2=[N:23][CH:24]=[C:25]([CH2:27][NH2:28])[CH:26]=[C:21]2[CH:20]=[CH:19]1. (7) Given the product [Cl:1][C:2]1[CH:3]=[C:4]2[CH:10]=[CH:9][N:8]([C:14]3[N:18]([CH3:19])[N:17]=[C:16]([CH:20]4[CH2:22][CH2:21]4)[C:15]=3[CH:23]=[O:24])[C:5]2=[N:6][CH:7]=1, predict the reactants needed to synthesize it. The reactants are: [Cl:1][C:2]1[CH:3]=[C:4]2[CH:10]=[CH:9][NH:8][C:5]2=[N:6][CH:7]=1.[H-].[Na+].Cl[C:14]1[N:18]([CH3:19])[N:17]=[C:16]([CH:20]2[CH2:22][CH2:21]2)[C:15]=1[CH:23]=[O:24].O.